Dataset: Reaction yield outcomes from USPTO patents with 853,638 reactions. Task: Predict the reaction yield, written as a fraction of the theoretical maximum amount of product (1.0 means a 100% yield; for example, 0.34 means a 34% yield). (1) The reactants are [CH3:1][C:2]1[CH:3]=[C:4]2[C:8](=[CH:9][CH:10]=1)[NH:7][C:6](=[O:11])[C:5]2=[O:12].[C:13]1(B(O)O)[CH:18]=[CH:17][CH:16]=[CH:15][CH:14]=1.C(N(CC)CC)C.N1C=CC=CC=1. The catalyst is ClCCl. The product is [CH3:1][C:2]1[CH:3]=[C:4]2[C:8](=[CH:9][CH:10]=1)[N:7]([C:13]1[CH:18]=[CH:17][CH:16]=[CH:15][CH:14]=1)[C:6](=[O:11])[C:5]2=[O:12]. The yield is 0.650. (2) The reactants are [CH3:1][N:2]1[N:18]=[CH:17][C:16]2[NH:15][C:14](=[O:19])[C@H:13]([CH3:20])[CH:12]=[CH:11][CH2:10][C@H:9]([NH:21][C:22](=[O:28])[O:23][C:24]([CH3:27])([CH3:26])[CH3:25])[C:8]3[CH:29]=[C:4]([CH:5]=[CH:6][N:7]=3)[C:3]1=2. The catalyst is CCO.[Pd]. The product is [CH3:1][N:2]1[N:18]=[CH:17][C:16]2[NH:15][C:14](=[O:19])[C@H:13]([CH3:20])[CH2:12][CH2:11][CH2:10][C@H:9]([NH:21][C:22](=[O:28])[O:23][C:24]([CH3:26])([CH3:25])[CH3:27])[C:8]3[CH:29]=[C:4]([CH:5]=[CH:6][N:7]=3)[C:3]1=2. The yield is 0.760. (3) The catalyst is C(Cl)Cl. The yield is 0.640. The reactants are [CH:1]1([NH:6][C:7](=[O:23])[NH:8][C@H:9]([C:17]2[CH:22]=[CH:21][CH:20]=[CH:19][CH:18]=2)[C:10]([O:12]C(C)(C)C)=[O:11])[CH2:5][CH2:4][CH2:3][CH2:2]1.C(O)(C(F)(F)F)=O. The product is [CH:1]1([NH:6][C:7](=[O:23])[NH:8][C@H:9]([C:17]2[CH:18]=[CH:19][CH:20]=[CH:21][CH:22]=2)[C:10]([OH:12])=[O:11])[CH2:5][CH2:4][CH2:3][CH2:2]1. (4) The reactants are [CH3:1][C:2]1[CH:11]=[CH:10][C:9]2[C:4](=[CH:5][CH:6]=[C:7]([OH:12])[CH:8]=2)[N:3]=1.[C:13]([C@@H:17]1[CH2:22][CH2:21][C@H:20](O)[CH2:19][CH2:18]1)([CH3:16])([CH3:15])[CH3:14].C1(P(C2C=CC=CC=2)C2C=CC=CC=2)C=CC=CC=1.O1CCCC1.N(C(OC(C)C)=O)=NC(OC(C)C)=O. No catalyst specified. The product is [C:13]([C@H:17]1[CH2:22][CH2:21][C@H:20]([O:12][C:7]2[CH:8]=[C:9]3[C:4](=[CH:5][CH:6]=2)[N:3]=[C:2]([CH3:1])[CH:11]=[CH:10]3)[CH2:19][CH2:18]1)([CH3:16])([CH3:15])[CH3:14]. The yield is 0.560.